Dataset: Full USPTO retrosynthesis dataset with 1.9M reactions from patents (1976-2016). Task: Predict the reactants needed to synthesize the given product. (1) Given the product [OH:8][CH2:9][CH2:10][P:11](=[O:32])([CH2:22][CH2:23][OH:24])[CH2:12][CH2:13][OH:14], predict the reactants needed to synthesize it. The reactants are: C([O:8][CH2:9][CH2:10][P:11](=[O:32])([CH2:22][CH2:23][O:24]CC1C=CC=CC=1)[CH2:12][CH2:13][O:14]CC1C=CC=CC=1)C1C=CC=CC=1. (2) Given the product [NH2:15][C:3]1[N:12]([CH3:11])[N:6]=[CH:5][C:4]=1[N:7]=[O:8], predict the reactants needed to synthesize it. The reactants are: CO[CH:3](OC)[C:4](=[N:7][OH:8])[C:5]#[N:6].[CH3:11][NH:12]N.Cl.[NH3:15]. (3) Given the product [F:11][C:8]([F:9])([F:10])[C:7]1[NH:2][C:3](=[O:21])[N:4]([C:13]2[CH:14]=[CH:15][C:16]([O:19][CH3:20])=[CH:17][CH:18]=2)[C:5](=[O:12])[CH:6]=1, predict the reactants needed to synthesize it. The reactants are: C[N:2]1[C:7]([C:8]([F:11])([F:10])[F:9])=[CH:6][C:5](=[O:12])[N:4]([C:13]2[CH:18]=[CH:17][C:16]([O:19][CH3:20])=[CH:15][CH:14]=2)[C:3]1=[O:21].COC1C=CC(NC(=O)OCC)=CC=1.NC(C(F)(F)F)=CC(OCC)=O.